From a dataset of Reaction yield outcomes from USPTO patents with 853,638 reactions. Predict the reaction yield, written as a fraction of the theoretical maximum amount of product (1.0 means a 100% yield; for example, 0.34 means a 34% yield). The reactants are Cl.[F:2][C:3]([F:24])([F:23])[C:4]1[CH:22]=[CH:21][CH:20]=[CH:19][C:5]=1[CH:6]([O:14][CH:15]1[CH2:18][NH:17][CH2:16]1)[C:7]1[CH:12]=[CH:11][C:10]([Cl:13])=[CH:9][CH:8]=1.C(=O)([O-])[O-].[CH2:29]([N:32]=[C:33]=[O:34])[CH:30]=[CH2:31]. The catalyst is C(Cl)Cl. The product is [F:24][C:3]([F:2])([F:23])[C:4]1[CH:22]=[CH:21][CH:20]=[CH:19][C:5]=1[CH:6]([O:14][CH:15]1[CH2:18][N:17]([C:33]([NH:32][CH2:29][CH:30]=[CH2:31])=[O:34])[CH2:16]1)[C:7]1[CH:12]=[CH:11][C:10]([Cl:13])=[CH:9][CH:8]=1. The yield is 0.610.